The task is: Predict the reaction yield, written as a fraction of the theoretical maximum amount of product (1.0 means a 100% yield; for example, 0.34 means a 34% yield).. This data is from Reaction yield outcomes from USPTO patents with 853,638 reactions. (1) The reactants are [CH:1]([C:3]1[CH:11]=[CH:10][CH:9]=[CH:8][C:4]=1[C:5]([OH:7])=[O:6])=[O:2].[CH3:12][C:13](=[CH:15][CH2:16][CH2:17][CH:18]([CH2:20][CH2:21]O)[CH3:19])[CH3:14].C1(N=C=NC2CCCCC2)CCCCC1. The catalyst is ClCCl. The product is [CH:1]([C:3]1[CH:11]=[CH:10][CH:9]=[CH:8][C:4]=1[C:5]([O:7][CH2:21][CH2:20][CH:18]([CH3:19])[CH2:17][CH2:16][CH:15]=[C:13]([CH3:14])[CH3:12])=[O:6])=[O:2]. The yield is 0.160. (2) The reactants are [Cl:1][C:2]1[C:6]([NH:7]C(=O)OC(C)(C)C)=[CH:5][N:4]([C:15]2[CH:16]=[N:17][CH:18]=[CH:19][CH:20]=2)[N:3]=1.FC(F)(F)C(O)=O.C1(C)C=CC=CC=1. The catalyst is ClCCl. The product is [Cl:1][C:2]1[C:6]([NH2:7])=[CH:5][N:4]([C:15]2[CH:16]=[N:17][CH:18]=[CH:19][CH:20]=2)[N:3]=1. The yield is 0.722. (3) The reactants are [Br:1][C:2]1[CH:3]=[CH:4][C:5]([C:8]2[CH:13]=[CH:12][C:11]([OH:14])=[CH:10][CH:9]=2)=[N:6][CH:7]=1.[C:15]([N:22]1[CH2:27][CH2:26][CH:25]([CH2:28]O)[CH2:24][CH2:23]1)([O:17][C:18]([CH3:21])([CH3:20])[CH3:19])=[O:16].C1C=CC(P(C2C=CC=CC=2)C2C=CC=CC=2)=CC=1.N(C(OC(C)C)=O)=NC(OC(C)C)=O. The catalyst is C1COCC1. The product is [Br:1][C:2]1[CH:3]=[CH:4][C:5]([C:8]2[CH:13]=[CH:12][C:11]([O:14][CH2:28][CH:25]3[CH2:26][CH2:27][N:22]([C:15]([O:17][C:18]([CH3:19])([CH3:21])[CH3:20])=[O:16])[CH2:23][CH2:24]3)=[CH:10][CH:9]=2)=[N:6][CH:7]=1. The yield is 0.600.